From a dataset of Merck oncology drug combination screen with 23,052 pairs across 39 cell lines. Regression. Given two drug SMILES strings and cell line genomic features, predict the synergy score measuring deviation from expected non-interaction effect. (1) Drug 1: CC1CC2C3CCC4=CC(=O)C=CC4(C)C3(F)C(O)CC2(C)C1(O)C(=O)CO. Drug 2: NC(=O)c1cccc2cn(-c3ccc(C4CCCNC4)cc3)nc12. Cell line: LOVO. Synergy scores: synergy=17.1. (2) Drug 1: N#Cc1ccc(Cn2cncc2CN2CCN(c3cccc(Cl)c3)C(=O)C2)cc1. Drug 2: CCN(CC)CCNC(=O)c1c(C)[nH]c(C=C2C(=O)Nc3ccc(F)cc32)c1C. Cell line: A375. Synergy scores: synergy=17.5.